Predict the product of the given reaction. From a dataset of Forward reaction prediction with 1.9M reactions from USPTO patents (1976-2016). (1) Given the reactants [OH:1][C:2]1[CH:7]=[CH:6][C:5]([C:8]2[C:9]([CH2:21][NH:22][C:23]3[CH:28]=[CH:27][CH:26]=[CH:25][C:24]=3[O:29][CH3:30])=[C:10]3[C:15](=[CH:16][CH:17]=2)[NH:14][C:13]([CH3:19])([CH3:18])[CH:12]=[C:11]3[CH3:20])=[C:4]([O:31][CH3:32])[CH:3]=1.[CH3:33][C:34]1[N:42]=[CH:41][CH:40]=[CH:39][C:35]=1[C:36](O)=[O:37].C(N(CC)C(C)C)(C)C, predict the reaction product. The product is: [CH3:32][O:31][C:4]1[CH:3]=[C:2]([O:1][C:36]([C:35]2[C:34]([CH3:33])=[N:42][CH:41]=[CH:40][CH:39]=2)=[O:37])[CH:7]=[CH:6][C:5]=1[C:8]1[C:9]([CH2:21][NH:22][C:23]2[CH:28]=[CH:27][CH:26]=[CH:25][C:24]=2[O:29][CH3:30])=[C:10]2[C:15](=[CH:16][CH:17]=1)[NH:14][C:13]([CH3:19])([CH3:18])[CH:12]=[C:11]2[CH3:20]. (2) Given the reactants C(OC([NH:8][C@:9]([CH3:39])([CH2:20][CH2:21][C:22]1[O:23][C:24]([C:27](=[O:38])[CH2:28][CH2:29][CH2:30][CH2:31][C:32]2[CH:37]=[CH:36][CH:35]=[CH:34][CH:33]=2)=[CH:25][CH:26]=1)[CH2:10][CH2:11][P:12](=[O:19])([O:16]CC)[O:13]CC)=O)(C)(C)C.Br[Si](C)(C)C, predict the reaction product. The product is: [NH2:8][C@:9]([CH3:39])([CH2:20][CH2:21][C:22]1[O:23][C:24]([C:27](=[O:38])[CH2:28][CH2:29][CH2:30][CH2:31][C:32]2[CH:33]=[CH:34][CH:35]=[CH:36][CH:37]=2)=[CH:25][CH:26]=1)[CH2:10][CH2:11][P:12](=[O:13])([OH:16])[OH:19]. (3) Given the reactants [F:1][C:2]1[CH:7]=[CH:6][C:5]([C:8]2[C:12]([C:13]3[N:14]=[CH:15][N:16]([C:18]4[CH:23]=[CH:22][C:21]([C:24](=[O:26])[CH3:25])=[CH:20][CH:19]=4)[CH:17]=3)=[C:11]([C:27]([F:30])([F:29])[F:28])[O:10][N:9]=2)=[CH:4][CH:3]=1.[CH3:31][Mg]Br, predict the reaction product. The product is: [F:1][C:2]1[CH:3]=[CH:4][C:5]([C:8]2[C:12]([C:13]3[N:14]=[CH:15][N:16]([C:18]4[CH:23]=[CH:22][C:21]([C:24]([OH:26])([CH3:31])[CH3:25])=[CH:20][CH:19]=4)[CH:17]=3)=[C:11]([C:27]([F:30])([F:28])[F:29])[O:10][N:9]=2)=[CH:6][CH:7]=1. (4) Given the reactants [CH3:1][C:2]([CH3:22])([CH3:21])[C:3]#[C:4][C:5]1[CH:10]=[C:9]([N+:11]([O-:13])=[O:12])[CH:8]=[C:7]([F:14])[C:6]=1[NH:15]C(=O)CCC.CC([O-])(C)C.[K+].O, predict the reaction product. The product is: [C:2]([C:3]1[NH:15][C:6]2[C:5]([CH:4]=1)=[CH:10][C:9]([N+:11]([O-:13])=[O:12])=[CH:8][C:7]=2[F:14])([CH3:22])([CH3:21])[CH3:1].